This data is from Full USPTO retrosynthesis dataset with 1.9M reactions from patents (1976-2016). The task is: Predict the reactants needed to synthesize the given product. (1) Given the product [CH:33]([C:11]1[C:12]([OH:18])=[CH:13][CH:14]=[C:15]2[C:10]=1[O:9][C:8](=[O:19])[C:7]([CH2:6][CH2:5][C:4]([OH:3])=[O:20])=[C:16]2[CH3:17])=[O:34], predict the reactants needed to synthesize it. The reactants are: C([O:3][C:4](=[O:20])[CH2:5][CH2:6][C:7]1[C:8](=[O:19])[O:9][C:10]2[C:15]([C:16]=1[CH3:17])=[CH:14][CH:13]=[C:12]([OH:18])[CH:11]=2)C.C1N2CN3CN(C2)CN1C3.FC(F)(F)[C:33](O)=[O:34]. (2) Given the product [CH2:1]([O:8][C:9]1[C:14]([CH2:15][N:16]2[CH2:25][CH2:24][C:23]3[C:18](=[C:19]([Cl:32])[C:20]([CH:27]([CH:39]4[CH2:43][CH2:42][O:41][CH2:40]4)[C:28]([OH:30])=[O:29])=[CH:21][C:22]=3[Cl:26])[C:17]2=[O:33])=[C:13]([CH3:34])[CH:12]=[C:11]([CH3:35])[N:10]=1)[C:2]1[CH:7]=[CH:6][CH:5]=[CH:4][CH:3]=1, predict the reactants needed to synthesize it. The reactants are: [CH2:1]([O:8][C:9]1[C:14]([CH2:15][N:16]2[CH2:25][CH2:24][C:23]3[C:18](=[C:19]([Cl:32])[C:20]([CH2:27][C:28]([O:30]C)=[O:29])=[CH:21][C:22]=3[Cl:26])[C:17]2=[O:33])=[C:13]([CH3:34])[CH:12]=[C:11]([CH3:35])[N:10]=1)[C:2]1[CH:7]=[CH:6][CH:5]=[CH:4][CH:3]=1.[H-].[Na+].I[CH:39]1[CH2:43][CH2:42][O:41][CH2:40]1.O. (3) Given the product [C:1]([C:3]1[CH:4]=[C:5]([CH:10]=[CH:11][C:12]=1[CH2:13][Br:21])[C:6]([O:8][CH3:9])=[O:7])#[N:2], predict the reactants needed to synthesize it. The reactants are: [C:1]([C:3]1[CH:4]=[C:5]([CH:10]=[CH:11][C:12]=1[CH3:13])[C:6]([O:8][CH3:9])=[O:7])#[N:2].C1C(=O)N([Br:21])C(=O)C1. (4) The reactants are: [CH2:1]1[O:3][C@H:2]1[CH2:4][OH:5].[CH2:6]([OH:13])[C:7]1[CH:12]=[CH:11][CH:10]=[CH:9][CH:8]=1.[F-].[Cs+]. Given the product [CH2:6]([O:13][CH2:1][C@@H:2]([OH:3])[CH2:4][OH:5])[C:7]1[CH:12]=[CH:11][CH:10]=[CH:9][CH:8]=1, predict the reactants needed to synthesize it. (5) The reactants are: [NH:1]1[CH2:6][CH2:5][C:4]2([O:11][C:10]3[C:12]4[C:17]([C:18](=[O:21])[C:19](=[O:20])[C:9]=3[S:8][CH2:7]2)=[CH:16][CH:15]=[CH:14][CH:13]=4)[CH2:3][CH2:2]1.[Cl:22][C:23]1[CH:33]=[CH:32][C:26]([O:27][CH2:28][CH:29]2[CH2:31][O:30]2)=[CH:25][CH:24]=1. Given the product [Cl:22][C:23]1[CH:33]=[CH:32][C:26]([O:27][CH2:28][CH:29]([OH:30])[CH2:31][N:1]2[CH2:2][CH2:3][C:4]3([O:11][C:10]4[C:12]5[C:17]([C:18](=[O:21])[C:19](=[O:20])[C:9]=4[S:8][CH2:7]3)=[CH:16][CH:15]=[CH:14][CH:13]=5)[CH2:5][CH2:6]2)=[CH:25][CH:24]=1, predict the reactants needed to synthesize it. (6) Given the product [F:3][C:4]1[CH:9]=[C:8]([C:10]2[C:15]([CH3:16])=[CH:14][N:13]=[C:12]([O:17][CH3:18])[C:11]=2[CH3:19])[CH:7]=[CH:6][C:5]=1[C:20]1[N:24]([C@H:25]2[CH2:29][CH2:28][O:27][CH2:26]2)[N:23]=[CH:22][C:21]=1[C:30]([OH:32])=[O:31], predict the reactants needed to synthesize it. The reactants are: [OH-].[Na+].[F:3][C:4]1[CH:9]=[C:8]([C:10]2[C:15]([CH3:16])=[CH:14][N:13]=[C:12]([O:17][CH3:18])[C:11]=2[CH3:19])[CH:7]=[CH:6][C:5]=1[C:20]1[N:24]([C@H:25]2[CH2:29][CH2:28][O:27][CH2:26]2)[N:23]=[CH:22][C:21]=1[C:30]([O:32]CC)=[O:31]. (7) Given the product [CH3:29][O:28][C:23]1[CH:24]=[CH:25][CH:26]=[CH:27][C:22]=1[C:20]1[N:19]=[CH:18][N:17]=[C:16]([NH:1][C:2]2[CH:3]=[C:4]([CH2:8][S:9]([N:12]([CH3:14])[CH3:13])(=[O:11])=[O:10])[CH:5]=[CH:6][CH:7]=2)[CH:21]=1, predict the reactants needed to synthesize it. The reactants are: [NH2:1][C:2]1[CH:3]=[C:4]([CH2:8][S:9]([N:12]([CH3:14])[CH3:13])(=[O:11])=[O:10])[CH:5]=[CH:6][CH:7]=1.Cl[C:16]1[CH:21]=[C:20]([C:22]2[CH:27]=[CH:26][CH:25]=[CH:24][C:23]=2[O:28][CH3:29])[N:19]=[CH:18][N:17]=1.